Dataset: Catalyst prediction with 721,799 reactions and 888 catalyst types from USPTO. Task: Predict which catalyst facilitates the given reaction. Reactant: Br[C:2]1[C:10]2[C:5](=[CH:6][C:7]([F:11])=[CH:8][CH:9]=2)[N:4]([S:12]([C:15]2[CH:20]=[CH:19][CH:18]=[CH:17][CH:16]=2)(=[O:14])=[O:13])[CH:3]=1.[CH3:21][N:22]1[CH:26]=[C:25](B2OC(C)(C)C(C)(C)O2)[CH:24]=[N:23]1.CC([O-])=O.[K+].C(Cl)Cl. Product: [F:11][C:7]1[CH:6]=[C:5]2[C:10]([C:2]([C:25]3[CH:24]=[N:23][N:22]([CH3:21])[CH:26]=3)=[CH:3][N:4]2[S:12]([C:15]2[CH:20]=[CH:19][CH:18]=[CH:17][CH:16]=2)(=[O:14])=[O:13])=[CH:9][CH:8]=1. The catalyst class is: 151.